This data is from NCI-60 drug combinations with 297,098 pairs across 59 cell lines. The task is: Regression. Given two drug SMILES strings and cell line genomic features, predict the synergy score measuring deviation from expected non-interaction effect. (1) Drug 1: CC1OCC2C(O1)C(C(C(O2)OC3C4COC(=O)C4C(C5=CC6=C(C=C35)OCO6)C7=CC(=C(C(=C7)OC)O)OC)O)O. Drug 2: CC=C1C(=O)NC(C(=O)OC2CC(=O)NC(C(=O)NC(CSSCCC=C2)C(=O)N1)C(C)C)C(C)C. Cell line: CAKI-1. Synergy scores: CSS=51.8, Synergy_ZIP=-2.91, Synergy_Bliss=-3.28, Synergy_Loewe=-6.28, Synergy_HSA=-0.812. (2) Drug 1: C1CCC(C1)C(CC#N)N2C=C(C=N2)C3=C4C=CNC4=NC=N3. Drug 2: C1C(C(OC1N2C=C(C(=O)NC2=O)F)CO)O. Cell line: RPMI-8226. Synergy scores: CSS=23.4, Synergy_ZIP=-8.88, Synergy_Bliss=-19.6, Synergy_Loewe=-36.8, Synergy_HSA=-22.1. (3) Drug 1: C1=CC(=CC=C1CC(C(=O)O)N)N(CCCl)CCCl.Cl. Drug 2: CCC1=C2CN3C(=CC4=C(C3=O)COC(=O)C4(CC)O)C2=NC5=C1C=C(C=C5)O. Cell line: SK-MEL-5. Synergy scores: CSS=29.8, Synergy_ZIP=-0.517, Synergy_Bliss=4.47, Synergy_Loewe=-15.7, Synergy_HSA=0.757. (4) Drug 1: C1=CN(C(=O)N=C1N)C2C(C(C(O2)CO)O)O.Cl. Drug 2: CCC1(CC2CC(C3=C(CCN(C2)C1)C4=CC=CC=C4N3)(C5=C(C=C6C(=C5)C78CCN9C7C(C=CC9)(C(C(C8N6C)(C(=O)OC)O)OC(=O)C)CC)OC)C(=O)OC)O.OS(=O)(=O)O. Cell line: NCI-H460. Synergy scores: CSS=54.1, Synergy_ZIP=-0.425, Synergy_Bliss=-4.99, Synergy_Loewe=-3.89, Synergy_HSA=-4.76. (5) Drug 1: C(=O)(N)NO. Drug 2: C1C(C(OC1N2C=NC(=NC2=O)N)CO)O. Cell line: T-47D. Synergy scores: CSS=-2.01, Synergy_ZIP=1.25, Synergy_Bliss=1.71, Synergy_Loewe=-0.900, Synergy_HSA=-1.04. (6) Drug 1: CC1OCC2C(O1)C(C(C(O2)OC3C4COC(=O)C4C(C5=CC6=C(C=C35)OCO6)C7=CC(=C(C(=C7)OC)O)OC)O)O. Drug 2: C1CC(=O)NC(=O)C1N2C(=O)C3=CC=CC=C3C2=O. Cell line: SK-MEL-2. Synergy scores: CSS=28.0, Synergy_ZIP=-6.65, Synergy_Bliss=-0.361, Synergy_Loewe=-15.7, Synergy_HSA=0.404. (7) Synergy scores: CSS=27.0, Synergy_ZIP=-7.40, Synergy_Bliss=-7.15, Synergy_Loewe=-5.47, Synergy_HSA=-5.88. Cell line: ACHN. Drug 1: CC(C1=C(C=CC(=C1Cl)F)Cl)OC2=C(N=CC(=C2)C3=CN(N=C3)C4CCNCC4)N. Drug 2: CS(=O)(=O)OCCCCOS(=O)(=O)C. (8) Drug 1: CC1(CCCN1)C2=NC3=C(C=CC=C3N2)C(=O)N. Drug 2: CCC1=C2CN3C(=CC4=C(C3=O)COC(=O)C4(CC)O)C2=NC5=C1C=C(C=C5)O. Cell line: UACC62. Synergy scores: CSS=37.4, Synergy_ZIP=13.8, Synergy_Bliss=14.3, Synergy_Loewe=-38.3, Synergy_HSA=11.1. (9) Drug 1: C1=CC(=CC=C1CCCC(=O)O)N(CCCl)CCCl. Drug 2: CNC(=O)C1=NC=CC(=C1)OC2=CC=C(C=C2)NC(=O)NC3=CC(=C(C=C3)Cl)C(F)(F)F. Cell line: DU-145. Synergy scores: CSS=45.1, Synergy_ZIP=2.92, Synergy_Bliss=0.385, Synergy_Loewe=0.943, Synergy_HSA=3.34.